Dataset: Catalyst prediction with 721,799 reactions and 888 catalyst types from USPTO. Task: Predict which catalyst facilitates the given reaction. (1) Reactant: [F:1][C:2]1[CH:3]=[CH:4][CH:5]=[C:6]2[C:11]=1[N:10]=[C:9]([N:12]1[CH2:17][CH2:16][N:15]([C:18]3[CH:23]=[CH:22][C:21]([F:24])=[C:20]([F:25])[CH:19]=3)[CH2:14][CH2:13]1)[N:8]([C:26]1[CH:31]=[C:30]([C:32]([F:35])([F:34])[F:33])[CH:29]=[CH:28][C:27]=1[O:36][CH3:37])[CH:7]2[CH2:38][C:39]([O:41]C)=[O:40].[OH-].[Na+].Cl. Product: [F:1][C:2]1[CH:3]=[CH:4][CH:5]=[C:6]2[C:11]=1[N:10]=[C:9]([N:12]1[CH2:17][CH2:16][N:15]([C:18]3[CH:23]=[CH:22][C:21]([F:24])=[C:20]([F:25])[CH:19]=3)[CH2:14][CH2:13]1)[N:8]([C:26]1[CH:31]=[C:30]([C:32]([F:35])([F:34])[F:33])[CH:29]=[CH:28][C:27]=1[O:36][CH3:37])[CH:7]2[CH2:38][C:39]([OH:41])=[O:40]. The catalyst class is: 12. (2) Reactant: [CH2:1]([O:8][C:9]1[CH:10]=[C:11]2[C:16](=[CH:17][CH:18]=1)[C:15](=[O:19])[N:14]([CH2:20][CH:21]([CH3:23])[CH3:22])[C:13]([CH2:24]O)=[C:12]2[O:26][CH2:27][CH2:28][CH2:29][C:30]([F:33])([F:32])[F:31])[C:2]1[CH:7]=[CH:6][CH:5]=[CH:4][CH:3]=1.S(Cl)([Cl:36])=O.C(=O)([O-])O.[Na+]. Product: [CH2:1]([O:8][C:9]1[CH:10]=[C:11]2[C:16](=[CH:17][CH:18]=1)[C:15](=[O:19])[N:14]([CH2:20][CH:21]([CH3:23])[CH3:22])[C:13]([CH2:24][Cl:36])=[C:12]2[O:26][CH2:27][CH2:28][CH2:29][C:30]([F:33])([F:32])[F:31])[C:2]1[CH:7]=[CH:6][CH:5]=[CH:4][CH:3]=1. The catalyst class is: 11. (3) Reactant: OC[C:3]1[O:7][C:6]([CH:8]=[CH:9][C:10](=[O:19])[CH2:11][CH2:12][CH2:13][CH2:14][CH2:15][CH2:16][CH2:17][CH3:18])=[CH:5][CH:4]=1. Product: [O:7]1[CH:3]=[CH:4][CH:5]=[C:6]1[CH:8]=[CH:9][C:10](=[O:19])[CH2:11][CH2:12][CH2:13][CH2:14][CH2:15][CH2:16][CH2:17][CH3:18]. The catalyst class is: 8. (4) Reactant: [NH:1]1[C:5]2[CH:6]=[CH:7][CH:8]=[CH:9][C:4]=2[N:3]=[C:2]1[CH2:10][NH:11][CH2:12][CH:13]([O:16][CH3:17])[O:14][CH3:15].[F:18][C:19]1[CH:34]=[C:33]([F:35])[CH:32]=[C:31]([F:36])[C:20]=1[C:21]([C:23]1[CH:24]=[C:25]([C:28](O)=[O:29])[NH:26][CH:27]=1)=[O:22].C(Cl)CCl.C1C=CC2N(O)N=NC=2C=1.C(N(CC)CC)C. The catalyst class is: 3. Product: [NH:1]1[C:5]2[CH:6]=[CH:7][CH:8]=[CH:9][C:4]=2[N:3]=[C:2]1[CH2:10][N:11]([CH2:12][CH:13]([O:14][CH3:15])[O:16][CH3:17])[C:28]([C:25]1[NH:26][CH:27]=[C:23]([C:21](=[O:22])[C:20]2[C:19]([F:18])=[CH:34][C:33]([F:35])=[CH:32][C:31]=2[F:36])[CH:24]=1)=[O:29].